From a dataset of CYP1A2 inhibition data for predicting drug metabolism from PubChem BioAssay. Regression/Classification. Given a drug SMILES string, predict its absorption, distribution, metabolism, or excretion properties. Task type varies by dataset: regression for continuous measurements (e.g., permeability, clearance, half-life) or binary classification for categorical outcomes (e.g., BBB penetration, CYP inhibition). Dataset: cyp1a2_veith. (1) The compound is O=C1NCCN1Cc1cccc(Cl)c1. The result is 0 (non-inhibitor). (2) The compound is NCCOc1ccccn1. The result is 0 (non-inhibitor). (3) The molecule is CCCCNc1c(CN)cnc2cc(Cl)ccc12. The result is 1 (inhibitor). (4) The drug is COc1cc(/C=N/O)cc(Br)c1OCc1ccc(Cl)cc1. The result is 1 (inhibitor). (5) The molecule is O=P1(NCCCl)OCCCN1CCCl. The result is 0 (non-inhibitor). (6) The result is 1 (inhibitor). The drug is Clc1ccccc1-c1nccc(NCc2cccs2)n1.